From a dataset of Catalyst prediction with 721,799 reactions and 888 catalyst types from USPTO. Predict which catalyst facilitates the given reaction. (1) Reactant: [Cl:1][C:2]1[C:3]([NH:17][CH:18]2[CH2:20][CH2:19]2)=[N:4][C:5]([NH:8][C:9]2[CH:10]=[C:11]([CH:15]=[O:16])[CH:12]=[CH:13][CH:14]=2)=[N:6][CH:7]=1.[CH2:21](O)[CH2:22][OH:23].Cl.C(=O)(O)[O-].[Na+]. Product: [Cl:1][C:2]1[C:3]([NH:17][CH:18]2[CH2:19][CH2:20]2)=[N:4][C:5]([NH:8][C:9]2[CH:14]=[CH:13][CH:12]=[C:11]([CH:15]3[O:23][CH2:22][CH2:21][O:16]3)[CH:10]=2)=[N:6][CH:7]=1. The catalyst class is: 155. (2) Reactant: [Br:1][C:2]1[CH:3]=[C:4]([F:21])[C:5]([O:12][C:13]2[CH:18]=[CH:17][C:16]([O:19][CH3:20])=[CH:15][CH:14]=2)=[C:6]([CH2:8][C:9]([OH:11])=O)[CH:7]=1. Product: [Br:1][C:2]1[CH:3]=[C:4]([F:21])[C:5]2[O:12][C:13]3[CH:18]=[CH:17][C:16]([O:19][CH3:20])=[CH:15][C:14]=3[C:9](=[O:11])[CH2:8][C:6]=2[CH:7]=1. The catalyst class is: 2. (3) Reactant: Cl.Cl.[NH:3]1[CH2:8][CH2:7][CH:6]([CH2:9][N:10]2[CH2:20][C:19]3[N:21]4[C:12](=[CH:13][N:14]=[C:15]4[CH:16]=[CH:17][CH:18]=3)[C:11]2=[O:22])[CH2:5][CH2:4]1.C(N(CC)CC)C.[F:30][C:31]([F:44])([F:43])[S:32](O[S:32]([C:31]([F:44])([F:43])[F:30])(=[O:34])=[O:33])(=[O:34])=[O:33]. Product: [F:30][C:31]([F:44])([F:43])[S:32]([N:3]1[CH2:8][CH2:7][CH:6]([CH2:9][N:10]2[CH2:20][C:19]3[N:21]4[C:12](=[CH:13][N:14]=[C:15]4[CH:16]=[CH:17][CH:18]=3)[C:11]2=[O:22])[CH2:5][CH2:4]1)(=[O:34])=[O:33]. The catalyst class is: 1. (4) Reactant: Br[C:2]1[CH:3]=[C:4]2[C:9](=[CH:10][CH:11]=1)[N:8]=[N:7][CH:6]=[C:5]2[N:12]1[CH2:17][CH2:16][CH:15]([NH:18][C:19]2[CH:24]=[CH:23][CH:22]=[CH:21][CH:20]=2)[CH2:14][CH2:13]1.[Li+].C[Si]([N-][Si](C)(C)C)(C)C.[Li]CCCC.[Cl:40][C:41]1[CH:46]=[CH:45][C:44]([C:47]([C:49]2[CH:54]=[CH:53][C:52]([Cl:55])=[CH:51][CH:50]=2)=[O:48])=[CH:43][CH:42]=1. Product: [Cl:40][C:41]1[CH:46]=[CH:45][C:44]([C:47]([C:49]2[CH:54]=[CH:53][C:52]([Cl:55])=[CH:51][CH:50]=2)([C:2]2[CH:3]=[C:4]3[C:9](=[CH:10][CH:11]=2)[N:8]=[N:7][CH:6]=[C:5]3[N:12]2[CH2:17][CH2:16][CH:15]([NH:18][C:19]3[CH:20]=[CH:21][CH:22]=[CH:23][CH:24]=3)[CH2:14][CH2:13]2)[OH:48])=[CH:43][CH:42]=1. The catalyst class is: 7. (5) Reactant: [OH:1][C:2]1[CH:3]=[C:4]2[C:8](=[CH:9][CH:10]=1)[NH:7][C:6]([C:11]([O:13][CH2:14][CH3:15])=[O:12])=[CH:5]2.C(N(CC)CC)C.[C:23](O[C:23]([O:25][C:26]([CH3:29])([CH3:28])[CH3:27])=[O:24])([O:25][C:26]([CH3:29])([CH3:28])[CH3:27])=[O:24]. Product: [C:23]([N:7]1[C:8]2[C:4](=[CH:3][C:2]([OH:1])=[CH:10][CH:9]=2)[CH:5]=[C:6]1[C:11]([O:13][CH2:14][CH3:15])=[O:12])([O:25][C:26]([CH3:29])([CH3:28])[CH3:27])=[O:24]. The catalyst class is: 12.